Dataset: Catalyst prediction with 721,799 reactions and 888 catalyst types from USPTO. Task: Predict which catalyst facilitates the given reaction. Reactant: [CH2:1]([O:3][C:4]([C:6]1[NH:7][C:8]2[C:13]([CH:14]=1)=[C:12]([OH:15])[CH:11]=[CH:10][CH:9]=2)=[O:5])[CH3:2].[F:16][C:17]1[CH:22]=[C:21]([F:23])[CH:20]=[CH:19][C:18]=1[N+:24]([O-:26])=[O:25].C(=O)([O-])[O-].[K+].[K+]. Product: [CH2:1]([O:3][C:4]([C:6]1[NH:7][C:8]2[C:13]([CH:14]=1)=[C:12]([O:15][C:19]1[CH:20]=[C:21]([F:23])[CH:22]=[C:17]([F:16])[C:18]=1[N+:24]([O-:26])=[O:25])[CH:11]=[CH:10][CH:9]=2)=[O:5])[CH3:2]. The catalyst class is: 9.